From a dataset of SARS-CoV-2 main protease (3CLPro) crystallographic fragment screen with 879 compounds. Binary Classification. Given a drug SMILES string, predict its activity (active/inactive) in a high-throughput screening assay against a specified biological target. The drug is CC1CCN(Cc2c[nH]c3ccccc23)CC1. The result is 0 (inactive).